Task: Predict the product of the given reaction.. Dataset: Forward reaction prediction with 1.9M reactions from USPTO patents (1976-2016) (1) Given the reactants [Cl:1][C:2]1[N:7]=[C:6]([C:8]2[CH:14]=[CH:13][C:11]([NH2:12])=[CH:10][CH:9]=2)[CH:5]=[CH:4][N:3]=1.C[C:16]1(C)[C:20]([CH3:22])([CH3:21])OB(C2C=CC(N)=CC=2)[O:17]1.ClC1N=C(Cl)C=CN=1.C([O-])(O)=O.[Na+], predict the reaction product. The product is: [Cl:1][C:2]1[N:7]=[C:6]([C:8]2[CH:14]=[CH:13][C:11]([NH:12][C:16](=[O:17])[CH:20]([CH3:22])[CH3:21])=[CH:10][CH:9]=2)[CH:5]=[CH:4][N:3]=1. (2) Given the reactants [CH2:1]([C:3]1[C:11]2[C:6](=[CH:7][C:8]([C:12]3[N:16]([C:17]4[CH:22]=[CH:21][C:20]([S:23]([CH3:26])(=[O:25])=[O:24])=[CH:19][CH:18]=4)[N:15]=[CH:14][CH:13]=3)=[CH:9][CH:10]=2)[NH:5][N:4]=1)[CH3:2].C1(P(C2C=CC=CC=2)C2C=CC=CC=2)C=CC=CC=1.O1CC[C@H](O)C1.N([C:54]([O:56][CH:57]([CH3:59])[CH3:58])=[O:55])=N[C:54]([O:56][CH:57]([CH3:59])[CH3:58])=[O:55], predict the reaction product. The product is: [CH2:1]([C:3]1[C:11]2[C:6](=[CH:7][C:8]([C:12]3[N:16]([C:17]4[CH:22]=[CH:21][C:20]([S:23]([CH3:26])(=[O:25])=[O:24])=[CH:19][CH:18]=4)[N:15]=[CH:14][CH:13]=3)=[CH:9][CH:10]=2)[N:5]([C:54]([O:56][CH:57]([CH3:59])[CH3:58])=[O:55])[N:4]=1)[CH3:2].